From a dataset of Forward reaction prediction with 1.9M reactions from USPTO patents (1976-2016). Predict the product of the given reaction. (1) The product is: [OH:8][C:9]1[CH:14]=[CH:13][N:12]([CH2:15][CH2:16][C:17]2[CH:22]=[CH:21][C:20]([CH2:23][OH:24])=[CH:19][CH:18]=2)[C:11](=[O:25])[CH:10]=1. Given the reactants C([O:8][C:9]1[CH:14]=[CH:13][N:12]([CH2:15][CH2:16][C:17]2[CH:22]=[CH:21][C:20]([CH2:23][OH:24])=[CH:19][CH:18]=2)[C:11](=[O:25])[CH:10]=1)C1C=CC=CC=1, predict the reaction product. (2) Given the reactants [NH2:1][C:2]1[CH:7]=[C:6]([O:8][C:9]2[CH:14]=[CH:13][C:12]([NH:15][C:16]([C:18]3[C:19](=[O:31])[N:20]([C:25]4[CH:30]=[CH:29][CH:28]=[CH:27][CH:26]=4)[N:21]([CH3:24])[C:22]=3[CH3:23])=[O:17])=[CH:11][CH:10]=2)[CH:5]=[CH:4][N:3]=1.[C:32]1([O:38]C(Cl)=O)[CH:37]=CC=CC=1, predict the reaction product. The product is: [OH:38][CH2:32][CH2:37][N:15]([CH3:12])[C:16](=[O:17])[NH:1][C:2]1[CH:7]=[C:6]([O:8][C:9]2[CH:10]=[CH:11][C:12]([NH:15][C:16]([C:18]3[C:19](=[O:31])[N:20]([C:25]4[CH:26]=[CH:27][CH:28]=[CH:29][CH:30]=4)[N:21]([CH3:24])[C:22]=3[CH3:23])=[O:17])=[CH:13][CH:14]=2)[CH:5]=[CH:4][N:3]=1. (3) Given the reactants CO[C:3]([C:5]1[C:6]([OH:30])=[C:7]2[C:12](=[CH:13][N:14]=1)[N:11]([CH2:15][C:16]1[CH:21]=[CH:20][CH:19]=[CH:18][CH:17]=1)[C:10](=[O:22])[C:9]([CH2:23][C:24]1[CH:29]=[CH:28][CH:27]=[CH:26][CH:25]=1)=[CH:8]2)=[O:4].[NH2:31][CH2:32][CH2:33][C:34]([OH:36])=[O:35].C[O-].[Na+], predict the reaction product. The product is: [CH2:15]([N:11]1[C:12]2[C:7](=[C:6]([OH:30])[C:5]([C:3]([NH:31][CH2:32][CH2:33][C:34]([OH:36])=[O:35])=[O:4])=[N:14][CH:13]=2)[CH:8]=[C:9]([CH2:23][C:24]2[CH:25]=[CH:26][CH:27]=[CH:28][CH:29]=2)[C:10]1=[O:22])[C:16]1[CH:21]=[CH:20][CH:19]=[CH:18][CH:17]=1.